This data is from Reaction yield outcomes from USPTO patents with 853,638 reactions. The task is: Predict the reaction yield, written as a fraction of the theoretical maximum amount of product (1.0 means a 100% yield; for example, 0.34 means a 34% yield). (1) The reactants are C(=O)([O-])[O-].[K+].[K+].[I-].[Na+].[OH:9][C:10]1[CH:11]=[C:12]([CH:15]=[CH:16][C:17]=1[OH:18])[CH:13]=[O:14].[CH2:19](Br)[CH2:20][CH3:21]. The catalyst is CC(=O)CC.O. The product is [OH:9][C:10]1[CH:11]=[C:12]([CH:15]=[CH:16][C:17]=1[O:18][CH2:19][CH2:20][CH3:21])[CH:13]=[O:14]. The yield is 0.233. (2) The reactants are [C@H:1]12[CH2:7][C@H:4]([NH:5][CH2:6]1)[CH2:3][N:2]2[C:8]([O:10][C:11]([CH3:14])([CH3:13])[CH3:12])=[O:9].Br[C:16]1[CH:17]=[N:18][CH:19]=[CH:20][CH:21]=1. The product is [N:18]1[CH:19]=[CH:20][CH:21]=[C:16]([N:5]2[CH2:6][C@@H:1]3[CH2:7][C@H:4]2[CH2:3][N:2]3[C:8]([O:10][C:11]([CH3:14])([CH3:13])[CH3:12])=[O:9])[CH:17]=1. The yield is 0.990. No catalyst specified. (3) The reactants are [Cl:1][C:2]1[CH:3]=[C:4]2[C:9](=[CH:10][C:11]=1[O:12][C:13]1[CH:21]=[CH:20][C:16]([C:17](O)=[O:18])=[CH:15][CH:14]=1)[O:8][CH2:7][CH2:6][CH:5]2[C:22]([O:24][CH2:25][CH3:26])=[O:23].[F:27][C:28]([F:40])([F:39])[S:29][C:30]1[CH:35]=[CH:34][C:33]([CH2:36][CH2:37][NH2:38])=[CH:32][CH:31]=1.Cl.CN(C)CCCN=C=NCC.ON1C2N=CC=CC=2N=N1.C(N(CC)C(C)C)(C)C. The catalyst is CN(C=O)C.C(Cl)Cl. The product is [Cl:1][C:2]1[CH:3]=[C:4]2[C:9](=[CH:10][C:11]=1[O:12][C:13]1[CH:21]=[CH:20][C:16]([C:17](=[O:18])[NH:38][CH2:37][CH2:36][C:33]3[CH:32]=[CH:31][C:30]([S:29][C:28]([F:39])([F:27])[F:40])=[CH:35][CH:34]=3)=[CH:15][CH:14]=1)[O:8][CH2:7][CH2:6][CH:5]2[C:22]([O:24][CH2:25][CH3:26])=[O:23]. The yield is 0.939. (4) The product is [NH2:16][C:13]1[C:7]([C:8]([O:10][CH2:11][CH3:12])=[O:9])=[C:6]2[C:5]([CH:4]=[CH:3][NH:19]2)=[CH:15][CH:14]=1. The yield is 0.160. The catalyst is [Ni].CCO. The reactants are CN(C)/[CH:3]=[CH:4]/[C:5]1[C:6]([N+:19]([O-])=O)=[C:7]([C:13]([N+:16]([O-])=O)=[CH:14][CH:15]=1)[C:8]([O:10][CH2:11][CH3:12])=[O:9]. (5) The reactants are [Cl:1][C:2]1[CH:7]=[CH:6][C:5]([S:8]([N:11]([C:15]2[C:16]([CH:22]([C:24]3[C:29]([F:30])=[CH:28][CH:27]=[CH:26][C:25]=3[Cl:31])[OH:23])=[N:17][CH:18]=[C:19]([Cl:21])[CH:20]=2)[CH2:12][O:13][CH3:14])(=[O:10])=[O:9])=[CH:4][C:3]=1[C:32]([F:35])([F:34])[F:33].CC(OI1(OC(C)=O)(OC(C)=O)OC(=O)C2C=CC=CC1=2)=O.[O-]S([O-])(=S)=O.[Na+].[Na+].C([O-])(O)=O.[Na+]. The catalyst is C(Cl)Cl. The product is [Cl:1][C:2]1[CH:7]=[CH:6][C:5]([S:8]([N:11]([C:15]2[C:16]([C:22](=[O:23])[C:24]3[C:29]([F:30])=[CH:28][CH:27]=[CH:26][C:25]=3[Cl:31])=[N:17][CH:18]=[C:19]([Cl:21])[CH:20]=2)[CH2:12][O:13][CH3:14])(=[O:9])=[O:10])=[CH:4][C:3]=1[C:32]([F:33])([F:34])[F:35]. The yield is 0.750. (6) The reactants are [CH:1]([C:3]1[CH:10]=[CH:9][C:6]([CH2:7]Cl)=[CH:5][CH:4]=1)=[CH2:2].[NH:11]1[CH2:15][CH2:14][CH2:13][CH2:12]1. The catalyst is CCCCCC. The product is [CH:1]([C:3]1[CH:10]=[CH:9][C:6]([CH2:7][N:11]2[CH2:15][CH2:14][CH2:13][CH2:12]2)=[CH:5][CH:4]=1)=[CH2:2]. The yield is 1.00. (7) The reactants are Br[C:2]1[CH:3]=[C:4]([CH3:9])[CH:5]=[C:6](Br)[CH:7]=1.C([Sn](CCCC)(CCCC)[C:15]1[CH:20]=[CH:19][CH:18]=[CH:17][N:16]=1)CCC.[Cl-].[Li+].[F-].[K+]. The catalyst is [Pd](Cl)Cl.C1(P(C2C=CC=CC=2)C2C=CC=CC=2)C=CC=CC=1.C1(P(C2C=CC=CC=2)C2C=CC=CC=2)C=CC=CC=1.C1(C)C=CC=CC=1. The product is [N:16]1[CH:17]=[CH:18][CH:19]=[CH:20][C:15]=1[C:2]1[CH:3]=[C:4]([CH3:9])[CH:5]=[C:6]([C:17]2[CH:18]=[CH:19][CH:20]=[CH:15][N:16]=2)[CH:7]=1. The yield is 0.480. (8) The reactants are Cl.[CH3:2][C:3]1([CH3:28])[NH:7][C@H:6]([C:8]([NH:10][CH2:11][C:12]2[CH:17]=[C:16]([C:18]3[CH:19]=[N:20][C:21]([C:24]([F:27])([F:26])[F:25])=[CH:22][CH:23]=3)[N:15]=[CH:14][N:13]=2)=[O:9])[CH2:5][CH2:4]1.CCN(CC)CC.[F:36][C:37]1[CH:42]=[CH:41][C:40]([S:43](Cl)(=[O:45])=[O:44])=[CH:39][CH:38]=1. The catalyst is C(Cl)Cl. The product is [F:36][C:37]1[CH:42]=[CH:41][C:40]([S:43]([N:7]2[C:3]([CH3:28])([CH3:2])[CH2:4][CH2:5][C@H:6]2[C:8]([NH:10][CH2:11][C:12]2[CH:17]=[C:16]([C:18]3[CH:19]=[N:20][C:21]([C:24]([F:27])([F:25])[F:26])=[CH:22][CH:23]=3)[N:15]=[CH:14][N:13]=2)=[O:9])(=[O:45])=[O:44])=[CH:39][CH:38]=1. The yield is 0.370. (9) The reactants are [CH3:1][C:2]1([CH3:13])[CH2:12][C:5]2[S:6][C:7]([C:9]([OH:11])=O)=[CH:8][C:4]=2[CH2:3]1.[CH:14]([Mg]Br)=[CH2:15].[ClH:18].CCOCC. The catalyst is C1COCC1. The product is [Cl:18][CH2:14][CH2:15][C:9]([C:7]1[S:6][C:5]2[CH2:12][C:2]([CH3:1])([CH3:13])[CH2:3][C:4]=2[CH:8]=1)=[O:11]. The yield is 1.18. (10) The reactants are C(OC([N:8]1[C@H:16]2[C@H:11]([CH2:12][CH2:13][CH:14]([CH2:17][CH3:18])[CH2:15]2)[CH2:10][C@H:9]1[C:19]([OH:21])=[O:20])=O)(C)(C)C.[ClH:22]. No catalyst specified. The product is [ClH:22].[CH2:17]([CH:14]1[CH2:15][C@@H:16]2[C@@H:11]([CH2:10][C@@H:9]([C:19]([OH:21])=[O:20])[NH:8]2)[CH2:12][CH2:13]1)[CH3:18]. The yield is 0.640.